Dataset: Reaction yield outcomes from USPTO patents with 853,638 reactions. Task: Predict the reaction yield, written as a fraction of the theoretical maximum amount of product (1.0 means a 100% yield; for example, 0.34 means a 34% yield). (1) The reactants are N1C=CN=C1[C@@H]1CCCN1C(OC(C)(C)C)=O.[I:18][C:19]1[N:20]=[C:21]([C@@H:25]2[CH2:29][CH2:28][CH2:27][N:26]2[C:30]([O:32][C:33]([CH3:36])([CH3:35])[CH3:34])=[O:31])[NH:22][C:23]=1I.P(C(C)(C)C)(C(C)(C)C)C(C)(C)C.N1CCCCC1. The catalyst is CN(C=O)C.[Cu]I. The product is [I:18][C:19]1[N:20]=[C:21]([C@@H:25]2[CH2:29][CH2:28][CH2:27][N:26]2[C:30]([O:32][C:33]([CH3:36])([CH3:35])[CH3:34])=[O:31])[NH:22][CH:23]=1. The yield is 0.500. (2) The reactants are [F:1][C:2]1[CH:7]=[C:6]([F:8])[CH:5]=[CH:4][C:3]=1[C:9]1[N:10]=[C:11](/[CH:24]=[CH:25]/[C:26]2[CH:31]=[CH:30][C:29]([C:32]3[CH:37]=[CH:36][C:35]([OH:38])=[CH:34][CH:33]=3)=[CH:28][CH:27]=2)[N:12]([CH2:14][C:15]2[CH:23]=[CH:22][C:18]([C:19]([OH:21])=[O:20])=[CH:17][CH:16]=2)[CH:13]=1.Br[CH2:40][CH2:41][CH2:42][CH3:43]. No catalyst specified. The product is [CH2:40]([O:38][C:35]1[CH:34]=[CH:33][C:32]([C:29]2[CH:30]=[CH:31][C:26](/[CH:25]=[CH:24]/[C:11]3[N:12]([CH2:14][C:15]4[CH:16]=[CH:17][C:18]([C:19]([OH:21])=[O:20])=[CH:22][CH:23]=4)[CH:13]=[C:9]([C:3]4[CH:4]=[CH:5][C:6]([F:8])=[CH:7][C:2]=4[F:1])[N:10]=3)=[CH:27][CH:28]=2)=[CH:37][CH:36]=1)[CH2:41][CH2:42][CH3:43]. The yield is 0.490.